Dataset: Catalyst prediction with 721,799 reactions and 888 catalyst types from USPTO. Task: Predict which catalyst facilitates the given reaction. (1) Product: [CH3:8][C-:3]1[CH:7]=[CH:6][CH:5]=[CH:4]1.[C-:8]1([CH3:3])[CH:12]=[CH:11][CH:10]=[CH:9]1.[Ti+2:13]. Reactant: [Cl-].[Cl-].[CH-:3]1[CH:7]=[CH:6][CH:5]=[CH:4]1.[CH-:8]1[CH:12]=[CH:11][CH:10]=[CH:9]1.[Ti+2:13].C[Li]. The catalyst class is: 316. (2) Product: [F:35][C:21]([F:20])([F:34])[C@@:22]([C:27]1[S:31][C:30]([S:32][C:2]2[CH:11]=[C:10]3[C:5]([C:6]([C:13]4[CH:18]=[CH:17][C:16]([F:19])=[CH:15][CH:14]=4)=[CH:7][C:8](=[O:12])[O:9]3)=[CH:4][CH:3]=2)=[N:29][CH:28]=1)([OH:33])[CH2:23][C:24]([OH:26])=[O:25]. The catalyst class is: 37. Reactant: Br[C:2]1[CH:11]=[C:10]2[C:5]([C:6]([C:13]3[CH:18]=[CH:17][C:16]([F:19])=[CH:15][CH:14]=3)=[CH:7][C:8](=[O:12])[O:9]2)=[CH:4][CH:3]=1.[F:20][C:21]([F:35])([F:34])[C@:22]([OH:33])([C:27]1[S:31][C:30]([SH:32])=[N:29][CH:28]=1)[CH2:23][C:24]([OH:26])=[O:25].C(=O)([O-])[O-].[K+].[K+]. (3) Reactant: [C:1]([C:6]1[N:7]=[CH:8][C:9]2[NH:10][C:11]3[C:16]([C:17]=2[CH:18]=1)=[CH:15][CH:14]=[CH:13][CH:12]=3)(OCC)=[O:2].C1COCC1.[BH4-].[Na+]. The catalyst class is: 6. Product: [OH:2][CH2:1][C:6]1[N:7]=[CH:8][C:9]2[NH:10][C:11]3[C:16]([C:17]=2[CH:18]=1)=[CH:15][CH:14]=[CH:13][CH:12]=3.